From a dataset of Retrosynthesis with 50K atom-mapped reactions and 10 reaction types from USPTO. Predict the reactants needed to synthesize the given product. Given the product CC(C)c1cccc(C(C)C)c1NC(=O)CS(=O)(=O)CCN1CCN(c2ccccc2)CC1, predict the reactants needed to synthesize it. The reactants are: CC(C)c1cccc(C(C)C)c1NC(=O)CS(=O)(=O)CCCl.c1ccc(N2CCNCC2)cc1.